This data is from Full USPTO retrosynthesis dataset with 1.9M reactions from patents (1976-2016). The task is: Predict the reactants needed to synthesize the given product. (1) Given the product [Si:1]([O:8][CH2:9][CH2:10][CH:11]1[C:16]2[CH:17]=[CH:18][C:19]([C:21](/[N:23]=[CH:26]\[N:27]([CH3:29])[CH3:28])=[O:22])=[CH:20][C:15]=2[CH2:14][CH2:13][O:12]1)([C:4]([CH3:6])([CH3:7])[CH3:5])([CH3:3])[CH3:2], predict the reactants needed to synthesize it. The reactants are: [Si:1]([O:8][CH2:9][CH2:10][CH:11]1[C:16]2[CH:17]=[CH:18][C:19]([C:21]([NH2:23])=[O:22])=[CH:20][C:15]=2[CH2:14][CH2:13][O:12]1)([C:4]([CH3:7])([CH3:6])[CH3:5])([CH3:3])[CH3:2].CO[CH:26](OC)[N:27]([CH3:29])[CH3:28]. (2) Given the product [CH:35]([N:32]1[CH2:31][CH2:30][N:29]([CH2:27][C:24]2[CH:23]=[CH:22][C:21]([C:19]3[CH:20]=[C:15]([C:4]4[CH:3]=[C:2]([OH:1])[N:7]=[C:6]([C:8]5[CH:13]=[CH:12][CH:11]=[C:10]([CH3:14])[N:9]=5)[CH:5]=4)[CH:16]=[N:17][CH:18]=3)=[CH:26][CH:25]=2)[CH2:34][CH2:33]1)([CH3:37])[CH3:36], predict the reactants needed to synthesize it. The reactants are: [OH:1][C:2]1[N:7]=[C:6]([C:8]2[CH:13]=[CH:12][CH:11]=[C:10]([CH3:14])[N:9]=2)[CH:5]=[C:4]([C:15]2[CH:16]=[N:17][CH:18]=[C:19]([C:21]3[CH:26]=[CH:25][C:24]([C:27]([N:29]4[CH2:34][CH2:33][N:32]([CH:35]([CH3:37])[CH3:36])[CH2:31][CH2:30]4)=O)=[CH:23][CH:22]=3)[CH:20]=2)[CH:3]=1.C(N1CCN(CC2C=CC(B(O)O)=CC=2)CC1)(C)C. (3) Given the product [O:1]1[CH:5]=[CH:4][CH:3]=[C:2]1[C:6]1[O:7][C:8]([CH3:38])=[C:9]([CH2:11][O:12][C:13]2[CH:35]=[CH:34][C:16]([CH2:17][O:18][C:19]3[C:23](/[CH:24]=[CH:25]/[C:26]4[O:27][CH:50]=[N:49][CH:48]=4)=[CH:22][N:21]([C:28]4[CH:29]=[CH:30][CH:31]=[CH:32][CH:33]=4)[N:20]=3)=[CH:15][C:14]=2[O:36][CH3:37])[N:10]=1, predict the reactants needed to synthesize it. The reactants are: [O:1]1[CH:5]=[CH:4][CH:3]=[C:2]1[C:6]1[O:7][C:8]([CH3:38])=[C:9]([CH2:11][O:12][C:13]2[CH:35]=[CH:34][C:16]([CH2:17][O:18][C:19]3[C:23](/[CH:24]=[CH:25]/[CH:26]=[O:27])=[CH:22][N:21]([C:28]4[CH:33]=[CH:32][CH:31]=[CH:30][CH:29]=4)[N:20]=3)=[CH:15][C:14]=2[O:36][CH3:37])[N:10]=1.C1(C)C=CC(S([CH2:48][N+:49]#[C-:50])(=O)=O)=CC=1.C(=O)([O-])[O-].[K+].[K+].CO. (4) Given the product [F:17][C:18]1[CH:25]=[CH:24][C:21]([CH2:22][NH:23][C:13]([C:3]2[N:4]=[C:5]3[CH2:12][CH2:11][CH2:10][CH2:9][N:6]3[C:7](=[O:8])[C:2]=2[OH:1])=[O:15])=[CH:20][CH:19]=1, predict the reactants needed to synthesize it. The reactants are: [OH:1][C:2]1[C:7](=[O:8])[N:6]2[CH2:9][CH2:10][CH2:11][CH2:12][C:5]2=[N:4][C:3]=1[C:13]([O:15]C)=O.[F:17][C:18]1[CH:25]=[CH:24][C:21]([CH2:22][NH2:23])=[CH:20][CH:19]=1.